This data is from Catalyst prediction with 721,799 reactions and 888 catalyst types from USPTO. The task is: Predict which catalyst facilitates the given reaction. (1) The catalyst class is: 477. Reactant: C(O[BH-](OC(=O)C)OC(=O)C)(=O)C.[Na+].[Cl:15][C:16]1[C:17]([CH:29]=O)=[N:18][CH:19]=[C:20]([N:22]2[CH2:27][CH2:26][CH2:25][CH2:24][CH:23]2[CH3:28])[N:21]=1.[CH2:31]([NH:38][CH2:39][CH2:40][OH:41])[C:32]1[CH:37]=[CH:36][CH:35]=[CH:34][CH:33]=1.C(=O)([O-])O.[Na+]. Product: [CH2:31]([N:38]([CH2:29][C:17]1[C:16]([Cl:15])=[N:21][C:20]([N:22]2[CH2:27][CH2:26][CH2:25][CH2:24][CH:23]2[CH3:28])=[CH:19][N:18]=1)[CH2:39][CH2:40][OH:41])[C:32]1[CH:37]=[CH:36][CH:35]=[CH:34][CH:33]=1. (2) Reactant: C(N(CC)C(C)C)(C)C.Cl.[C:11]1([NH:17][NH2:18])[CH:16]=[CH:15][CH:14]=[CH:13][CH:12]=1.[CH3:19][C:20]([CH3:27])([CH3:26])[C:21](=O)[CH2:22][C:23]#[N:24]. Product: [C:20]([C:21]1[CH:22]=[C:23]([NH2:24])[N:17]([C:11]2[CH:16]=[CH:15][CH:14]=[CH:13][CH:12]=2)[N:18]=1)([CH3:27])([CH3:26])[CH3:19]. The catalyst class is: 8. (3) Reactant: C(N(CC)CC)C.[Cl:8][C:9]1[CH:14]=[CH:13][C:12]([C:15]2[N:16]=[C:17]([SH:20])[S:18][CH:19]=2)=[CH:11][CH:10]=1.[C:21]([O:25][C:26](=[O:29])[CH2:27]Br)([CH3:24])([CH3:23])[CH3:22].O. Product: [C:21]([O:25][C:26](=[O:29])[CH2:27][S:20][C:17]1[S:18][CH:19]=[C:15]([C:12]2[CH:11]=[CH:10][C:9]([Cl:8])=[CH:14][CH:13]=2)[N:16]=1)([CH3:24])([CH3:23])[CH3:22]. The catalyst class is: 3.